This data is from Peptide-MHC class I binding affinity with 185,985 pairs from IEDB/IMGT. The task is: Regression. Given a peptide amino acid sequence and an MHC pseudo amino acid sequence, predict their binding affinity value. This is MHC class I binding data. (1) The peptide sequence is PAMCNVYI. The MHC is Mamu-B17 with pseudo-sequence Mamu-B17. The binding affinity (normalized) is 0.0860. (2) The peptide sequence is FPRCRYVHK. The MHC is HLA-A80:01 with pseudo-sequence HLA-A80:01. The binding affinity (normalized) is 0.0847. (3) The peptide sequence is ALLSCLTTPA. The MHC is HLA-A68:02 with pseudo-sequence HLA-A68:02. The binding affinity (normalized) is 0. (4) The peptide sequence is AVNTPVSMT. The MHC is HLA-A02:01 with pseudo-sequence HLA-A02:01. The binding affinity (normalized) is 0. (5) The peptide sequence is IQRDQVTDY. The MHC is HLA-A02:01 with pseudo-sequence HLA-A02:01. The binding affinity (normalized) is 0.0847. (6) The peptide sequence is RYQRMTGGY. The MHC is HLA-B15:01 with pseudo-sequence HLA-B15:01. The binding affinity (normalized) is 0.334. (7) The peptide sequence is RSISRTENF. The MHC is HLA-B15:01 with pseudo-sequence HLA-B15:01. The binding affinity (normalized) is 0.855. (8) The peptide sequence is TVLEFILQK. The MHC is HLA-B48:01 with pseudo-sequence HLA-B48:01. The binding affinity (normalized) is 0.0847.